From a dataset of Kir2.1 potassium channel HTS with 301,493 compounds. Binary Classification. Given a drug SMILES string, predict its activity (active/inactive) in a high-throughput screening assay against a specified biological target. (1) The drug is Clc1cc(n2c(nc3sccc3c2=O)C)ccc1. The result is 0 (inactive). (2) The molecule is Fc1c(C(=O)NC(O\N=C2/CCCc3occc23)=O)c(F)ccc1. The result is 0 (inactive). (3) The compound is s1c(=S)c2c(CC(OC2)C(C)C)c(c1N)C#N. The result is 0 (inactive). (4) The molecule is O(CCCC)c1ccc(cc1)C(=O)N\C(C(=O)NCCO)=C\C=C/c1ccccc1. The result is 0 (inactive). (5) The molecule is S(=O)(=O)(N1CCN(CC1)Cc1[nH]c(=O)c2c3CCCCc3sc2n1)c1c(cccc1)C(F)(F)F. The result is 0 (inactive). (6) The molecule is S1\C(=C2\SC(=S)N(CCC(OCCCC)=O)C2=O)C(=O)N(CCC(OCCCC)=O)C1=S. The result is 0 (inactive). (7) The molecule is S(CC(=O)Nc1c(C(=O)N2CCCC2)cccc1)c1ccccc1. The result is 0 (inactive).